From a dataset of Forward reaction prediction with 1.9M reactions from USPTO patents (1976-2016). Predict the product of the given reaction. (1) Given the reactants [Cl-].[CH2:2]([NH:4][C:5](=[O:11])[CH2:6][CH2:7][CH2:8][NH2+:9][CH3:10])[CH3:3].[CH3:12][N:13]1[C:25]2[CH2:24][CH2:23][CH:22]([CH:26]3[CH2:31][CH2:30][O:29][CH2:28][CH2:27]3)[CH2:21][C:20]=2[C:19]2[C:14]1=[CH:15][CH:16]=[C:17]([C:32]([OH:34])=O)[CH:18]=2.CCN(C(C)C)C(C)C.CN(C(ON1N=NC2C=CC=NC1=2)=[N+](C)C)C.F[P-](F)(F)(F)(F)F, predict the reaction product. The product is: [CH2:2]([NH:4][C:5](=[O:11])[CH2:6][CH2:7][CH2:8][N:9]([CH3:10])[C:32]([C:17]1[CH:18]=[C:19]2[C:14](=[CH:15][CH:16]=1)[N:13]([CH3:12])[C:25]1[CH2:24][CH2:23][CH:22]([CH:26]3[CH2:27][CH2:28][O:29][CH2:30][CH2:31]3)[CH2:21][C:20]2=1)=[O:34])[CH3:3]. (2) Given the reactants [C:1]1([CH3:23])[CH:6]=[CH:5][C:4]([C@H:7]2[CH2:12][C@@H:11]([C:13]([F:16])([F:15])[F:14])[N:10]3[N:17]=[CH:18][C:19]([C:20]([OH:22])=O)=[C:9]3[NH:8]2)=[CH:3][CH:2]=1.CN(C(ON1N=NC2C=CC=NC1=2)=[N+](C)C)C.F[P-](F)(F)(F)(F)F.C(N(CC)C(C)C)(C)C.[CH3:57][C:58]1[CH:59]=[C:60]([CH:63]=[CH:64][CH:65]=1)[CH2:61][NH2:62], predict the reaction product. The product is: [CH3:57][C:58]1[CH:59]=[C:60]([CH:63]=[CH:64][CH:65]=1)[CH2:61][NH:62][C:20]([C:19]1[CH:18]=[N:17][N:10]2[C@H:11]([C:13]([F:16])([F:15])[F:14])[CH2:12][C@H:7]([C:4]3[CH:5]=[CH:6][C:1]([CH3:23])=[CH:2][CH:3]=3)[NH:8][C:9]=12)=[O:22].